From a dataset of Reaction yield outcomes from USPTO patents with 853,638 reactions. Predict the reaction yield, written as a fraction of the theoretical maximum amount of product (1.0 means a 100% yield; for example, 0.34 means a 34% yield). (1) The reactants are [CH2:1]([O:4][C:5]1[CH:14]=[CH:13][C:8]([C:9]([O:11][CH3:12])=[O:10])=[CH:7][C:6]=1I)[CH:2]=[CH2:3].C([O-])([O-])=O.[Na+].[Na+].C([O-])=O.[Na+]. The catalyst is [N+](CCCC)(CCCC)(CCCC)CCCC.[Cl-].O.CN(C=O)C.CC([O-])=O.CC([O-])=O.[Pd+2]. The product is [CH3:3][C:2]1[C:6]2[CH:7]=[C:8]([C:9]([O:11][CH3:12])=[O:10])[CH:13]=[CH:14][C:5]=2[O:4][CH:1]=1. The yield is 0.440. (2) The reactants are [NH:1]1[CH:5]=[CH:4][N:3]=[C:2]1[CH:6]=[O:7].CCN(CC)CC.[S:15](Cl)([C:18]1[CH:24]=[CH:23][C:21]([CH3:22])=[CH:20][CH:19]=1)(=[O:17])=[O:16]. The catalyst is C(Cl)Cl. The product is [C:21]1([CH3:22])[CH:23]=[CH:24][C:18]([S:15]([N:1]2[CH:5]=[CH:4][N:3]=[C:2]2[CH:6]=[O:7])(=[O:17])=[O:16])=[CH:19][CH:20]=1. The yield is 0.580. (3) The reactants are [CH3:1][C:2]1[S:23][C:5]2[N:6]=[C:7]([CH2:11][N:12]3[CH:16]=[C:15]([CH:17]=O)[C:14]([C:19]([F:22])([F:21])[F:20])=[N:13]3)[NH:8][C:9](=[O:10])[C:4]=2[CH:3]=1.Cl.[NH2:25]O. The catalyst is C(O)C.CCOCC.CCCCCCC.[Zn]. The product is [NH2:25][CH2:17][C:15]1[C:14]([C:19]([F:22])([F:21])[F:20])=[N:13][N:12]([CH2:11][C:7]2[NH:8][C:9](=[O:10])[C:4]3[CH:3]=[C:2]([CH3:1])[S:23][C:5]=3[N:6]=2)[CH:16]=1. The yield is 0.506. (4) The catalyst is CN(C=O)C. The yield is 0.610. The reactants are O.Cl.[NH:3]1[CH2:8][CH2:7][C:6](=[O:9])[CH2:5][CH2:4]1.F[C:11]1[CH:16]=[CH:15][C:14]([N+:17]([O-:19])=[O:18])=[C:13]([O:20][CH3:21])[CH:12]=1.C(=O)([O-])[O-].[K+].[K+]. The product is [CH3:21][O:20][C:13]1[CH:12]=[C:11]([N:3]2[CH2:8][CH2:7][C:6](=[O:9])[CH2:5][CH2:4]2)[CH:16]=[CH:15][C:14]=1[N+:17]([O-:19])=[O:18]. (5) The reactants are [OH-].[K+].COC([N:7]1[C:15]2[C:10](=[CH:11][CH:12]=[CH:13][CH:14]=2)[C:9]([CH:16]([C:18]([O:20]CC)=[O:19])[CH3:17])=[CH:8]1)=O. The catalyst is O.CO. The product is [NH:7]1[C:15]2[C:10](=[CH:11][CH:12]=[CH:13][CH:14]=2)[C:9]([CH:16]([CH3:17])[C:18]([OH:20])=[O:19])=[CH:8]1. The yield is 0.890. (6) The reactants are N#N.[Li][CH2:4][CH2:5][CH2:6][CH3:7].O=C1CC[N:12]([C:15]([O:17][CH2:18][C:19]2[CH:24]=[CH:23][CH:22]=[CH:21][CH:20]=2)=[O:16])[CH2:11][CH2:10]1. The catalyst is C1COCC1. The product is [CH2:7]=[C:6]1[CH2:10][CH2:11][N:12]([C:15]([O:17][CH2:18][C:19]2[CH:24]=[CH:23][CH:22]=[CH:21][CH:20]=2)=[O:16])[CH2:4][CH2:5]1. The yield is 0.920. (7) The reactants are FC1C=C(F)C=CC=1C1C=C(CN2C(=O)C3=CC=CC=C3C2=O)C(=O)N(CC(C)C)N=1.[C:32]([C:35]1[C:36](=[O:57])[N:37]([CH2:49][C:50]2[CH:55]=[CH:54][CH:53]=[CH:52][C:51]=2[Cl:56])[N:38]=[C:39]([C:41]2[CH:46]=[CH:45][C:44]([F:47])=[C:43]([CH3:48])[CH:42]=2)[CH:40]=1)(O)=[O:33]. No catalyst specified. The product is [Cl:56][C:51]1[CH:52]=[CH:53][CH:54]=[CH:55][C:50]=1[CH2:49][N:37]1[C:36](=[O:57])[C:35]([CH2:32][OH:33])=[CH:40][C:39]([C:41]2[CH:46]=[CH:45][C:44]([F:47])=[C:43]([CH3:48])[CH:42]=2)=[N:38]1. The yield is 0.213.